Dataset: HIV replication inhibition screening data with 41,000+ compounds from the AIDS Antiviral Screen. Task: Binary Classification. Given a drug SMILES string, predict its activity (active/inactive) in a high-throughput screening assay against a specified biological target. (1) The drug is COC(=O)C1(C(=O)OC)CCCC2=NOC3CCC1C23. The result is 0 (inactive). (2) The drug is CC(=NNC(=S)N1CCCC1)c1cccc(C(C)=NNC(=S)N2CCCC2)n1. The result is 0 (inactive). (3) The drug is COC(=O)C=C1C(CO[Si](C)(C)C(C)(C)C)OC(n2cc(C)c(=O)[nH]c2=O)C1O[Si](C)(C)C(C)(C)C. The result is 0 (inactive). (4) The drug is CCC(C)C(N)C(=O)NCC(=O)NC(CCCNC(=N)N)C(=O)NC(CC(N)=O)C(=O)NC(CC(C)C)C(=O)NC(CC(C)C)C(=O)NC(C(=O)NC(CCC(N)=O)C(=O)NC(C(=O)NCC(=O)O)C(C)CC)C(C)O. The result is 0 (inactive).